This data is from Reaction yield outcomes from USPTO patents with 853,638 reactions. The task is: Predict the reaction yield, written as a fraction of the theoretical maximum amount of product (1.0 means a 100% yield; for example, 0.34 means a 34% yield). (1) The reactants are [CH3:1][CH2:2][CH:3]([NH2:6])[CH2:4][CH3:5].[Cl:7][C:8]1[CH:9]=[C:10]([CH:14]=[CH:15][C:16]=1[O:17][CH3:18])[C:11](O)=[O:12]. No catalyst specified. The product is [Cl:7][C:8]1[CH:9]=[C:10]([CH:14]=[CH:15][C:16]=1[O:17][CH3:18])[C:11]([NH:6][CH:3]([CH2:4][CH3:5])[CH2:2][CH3:1])=[O:12]. The yield is 0.400. (2) The reactants are [CH2:1]1[O:11][C:4]2([CH2:9][CH2:8][C:7](=O)[CH2:6][CH2:5]2)[O:3][CH2:2]1.[CH2:12]([NH2:15])[CH2:13][CH3:14].[H][H]. The catalyst is CO.[Pd]. The product is [O:3]1[C:4]2([CH2:9][CH2:8][CH:7]([NH:15][CH2:12][CH2:13][CH3:14])[CH2:6][CH2:5]2)[O:11][CH2:1][CH2:2]1. The yield is 1.00.